This data is from Forward reaction prediction with 1.9M reactions from USPTO patents (1976-2016). The task is: Predict the product of the given reaction. (1) Given the reactants [NH2:1][C:2]1[C:6]([C:7]2[CH:12]=[CH:11][CH:10]=[CH:9][CH:8]=2)=[CH:5][NH:4][N:3]=1.[C:13]([Cl:19])(=O)[CH2:14][C:15]([Cl:17])=O, predict the reaction product. The product is: [Cl:17][C:15]1[CH:14]=[C:13]([Cl:19])[N:3]2[N:4]=[CH:5][C:6]([C:7]3[CH:12]=[CH:11][CH:10]=[CH:9][CH:8]=3)=[C:2]2[N:1]=1. (2) Given the reactants [Br:1][C:2]1[C:3]([CH3:18])=[N:4][N:5]([CH2:14][CH2:15][CH2:16][OH:17])[C:6]=1[C:7]1[CH:12]=[CH:11][C:10]([F:13])=[CH:9][CH:8]=1.CC(OI1(OC(C)=O)(OC(C)=O)OC(=O)C2C=CC=CC1=2)=O, predict the reaction product. The product is: [Br:1][C:2]1[C:3]([CH3:18])=[N:4][N:5]([CH2:14][CH2:15][CH:16]=[O:17])[C:6]=1[C:7]1[CH:8]=[CH:9][C:10]([F:13])=[CH:11][CH:12]=1. (3) Given the reactants [NH2:1][C:2]1[CH:3]=[C:4]([C:8]2[C:17]3[C:12](=[C:13]([C:18]([F:21])([F:20])[F:19])[CH:14]=[CH:15][CH:16]=3)[N:11]=[CH:10][C:9]=2[C:22]([C:24]2[CH:29]=[CH:28][CH:27]=[CH:26][CH:25]=2)=[O:23])[CH:5]=[CH:6][CH:7]=1.[N:30]([C:33]1[CH:42]=[CH:41][CH:40]=[CH:39][C:34]=1[C:35]([O:37][CH3:38])=[O:36])=[C:31]=[O:32], predict the reaction product. The product is: [C:22]([C:9]1[CH:10]=[N:11][C:12]2[C:17]([C:8]=1[C:4]1[CH:3]=[C:2]([NH:1][C:31]([NH:30][C:33]3[CH:42]=[CH:41][CH:40]=[CH:39][C:34]=3[C:35]([O:37][CH3:38])=[O:36])=[O:32])[CH:7]=[CH:6][CH:5]=1)=[CH:16][CH:15]=[CH:14][C:13]=2[C:18]([F:21])([F:19])[F:20])(=[O:23])[C:24]1[CH:25]=[CH:26][CH:27]=[CH:28][CH:29]=1. (4) Given the reactants [H-].[Al+3].[Li+].[H-].[H-].[H-].C([O:9][C:10](=O)[CH2:11][C:12]1[N:13]=[C:14]([C:18]2[CH:23]=[CH:22][C:21]([S:24]([F:29])([F:28])([F:27])([F:26])[F:25])=[CH:20][CH:19]=2)[S:15][C:16]=1[CH3:17])C.C(OCC)(=O)C.[NH4+].[Cl-], predict the reaction product. The product is: [CH3:17][C:16]1[S:15][C:14]([C:18]2[CH:23]=[CH:22][C:21]([S:24]([F:29])([F:27])([F:25])([F:26])[F:28])=[CH:20][CH:19]=2)=[N:13][C:12]=1[CH2:11][CH2:10][OH:9]. (5) Given the reactants [CH2:1]([N:4]([C:20]1[CH:25]=[CH:24][C:23]([O:26][CH2:27][CH2:28][O:29][CH:30]2[CH2:35][CH2:34][CH2:33][CH2:32][O:31]2)=[C:22]([CH2:36][CH3:37])[CH:21]=1)[C:5](=[O:19])[C:6]([O:9][C:10]1[CH:15]=[CH:14][C:13]([CH:16]2[CH2:18][CH2:17]2)=[CH:12][CH:11]=1)=[CH:7]C)C=C, predict the reaction product. The product is: [CH:16]1([C:13]2[CH:12]=[CH:11][C:10]([O:9][C:6]3[C:5](=[O:19])[N:4]([C:20]4[CH:25]=[CH:24][C:23]([O:26][CH2:27][CH2:28][O:29][CH:30]5[CH2:35][CH2:34][CH2:33][CH2:32][O:31]5)=[C:22]([CH2:36][CH3:37])[CH:21]=4)[CH2:1][CH:7]=3)=[CH:15][CH:14]=2)[CH2:18][CH2:17]1. (6) Given the reactants [NH:1]([C:3]1[CH:8]=[CH:7][C:6]([S:9]([OH:12])(=[O:11])=[O:10])=[CH:5][CH:4]=1)N.[CH3:13][CH:14]([C:23](=O)[CH3:24])[CH2:15][CH2:16][CH2:17][CH2:18][CH2:19][C:20]([OH:22])=[O:21], predict the reaction product. The product is: [CH3:24][C:23]1[C:14]([CH2:15][CH2:16][CH2:17][CH2:18][CH2:19][C:20]([OH:22])=[O:21])([CH3:13])[C:8]2[C:3](=[CH:4][CH:5]=[C:6]([S:9]([OH:12])(=[O:11])=[O:10])[CH:7]=2)[N:1]=1.